From a dataset of Peptide-MHC class II binding affinity with 134,281 pairs from IEDB. Regression. Given a peptide amino acid sequence and an MHC pseudo amino acid sequence, predict their binding affinity value. This is MHC class II binding data. (1) The peptide sequence is AAGTYVAADAAAASS. The MHC is DRB1_1201 with pseudo-sequence DRB1_1201. The binding affinity (normalized) is 0. (2) The peptide sequence is SMGDDHFWAVRGGGGESFGI. The MHC is HLA-DQA10501-DQB10201 with pseudo-sequence HLA-DQA10501-DQB10201. The binding affinity (normalized) is 0.336. (3) The peptide sequence is AYEGQRVVFIQPSPV. The MHC is DRB1_0301 with pseudo-sequence DRB1_0301. The binding affinity (normalized) is 0.0886. (4) The peptide sequence is HGVAKNPVVDGNPTV. The binding affinity (normalized) is 0.230. The MHC is DRB1_0301 with pseudo-sequence DRB1_0301.